Dataset: Experimentally validated miRNA-target interactions with 360,000+ pairs, plus equal number of negative samples. Task: Binary Classification. Given a miRNA mature sequence and a target amino acid sequence, predict their likelihood of interaction. (1) The miRNA is hsa-miR-6130 with sequence UGAGGGAGUGGAUUGUAUG. The protein sequence of the target gene is MMCEVMPTISEDGRRGSALGPDEAGGELERLMVTMLTERERLLETLREAQDGLATAQLRLRELGHEKDSLQRQLSIALPQEFAALTKELNLCREQLLEREEEIAELKAERNNTRLLLEHLECLVSRHERSLRMTVVKRQAQSPGGVSSEVEVLKALKSLFEHHKALDEKVRERLRMALERVAVLEEELELSNQETLNLREQLSRRRSGLEEPGKDGDGQTLANGLGPGGDSNRRTAELEEALERQRAEVCQLRERLAVLCRQMSQLEEELGTAHRELGKAEEANSKLQRDLKEALAQRED.... Result: 1 (interaction). (2) The miRNA is mmu-miR-29b-1-5p with sequence GCUGGUUUCAUAUGGUGGUUUA. The protein sequence of the target gene is MRLIPSRLSYLFLHLFAFCYYAQVTIQSPPNFTQHVSEQSKVTDRVSRRLIRTYQLYSRTSGKHVQVLANKKINAMAEDGDVHAKLIVETDTFGSRVRIKGAETGFYICMNRRGKLIGKKNGLGKDCIFTEIVLENNYTALQNVKYEGWYMAFTRKGRPRKGSKTRQHQREVHFMKRLPKGHQIAEHRPFDFINYPFNRRTKRTRYSGER. Result: 0 (no interaction). (3) The miRNA is hsa-miR-541-3p with sequence UGGUGGGCACAGAAUCUGGACU. The protein sequence of the target gene is MDSKKKSSTEAEGSKERGLVHVWQAGSFSLTPERLPGWGGKTVLQAALGVRHGVLLTEDGEVYSFGTLPWKSESAEICPSSPLLESALVGHHVITVATGSFHSGAVTESGVVYMWGENAAGQCAVANQQYVPEPSPVSISDSETSPSLAVRILQLACGEEHTLALSLSREIWAWGTGCQLGLITTTFPVTKPQKVEHLAGRVVLQVACGAFHSLALVQCLPPQDLKPVPERCNQCSQLLITMTDKEDHVIISDSHCCPLGVTLSESQAEKHASPAPSPHPEALDEQGEVFENTVVEAELN.... Result: 0 (no interaction).